From a dataset of Peptide-MHC class II binding affinity with 134,281 pairs from IEDB. Regression. Given a peptide amino acid sequence and an MHC pseudo amino acid sequence, predict their binding affinity value. This is MHC class II binding data. (1) The peptide sequence is HGVAKNPVVDGNPTV. The MHC is DRB3_0202 with pseudo-sequence DRB3_0202. The binding affinity (normalized) is 0.578. (2) The peptide sequence is NNSPAVYLLDGLRAQDDYNG. The MHC is DRB1_0301 with pseudo-sequence DRB1_0301. The binding affinity (normalized) is 0. (3) The peptide sequence is EKLQLKGTTYGVCSKAFK. The MHC is DRB4_0101 with pseudo-sequence DRB4_0103. The binding affinity (normalized) is 0.182. (4) The peptide sequence is LKKMREIIGWPGGSGDGIFS. The MHC is HLA-DQA10301-DQB10302 with pseudo-sequence HLA-DQA10301-DQB10302. The binding affinity (normalized) is 0.